Predict which catalyst facilitates the given reaction. From a dataset of Catalyst prediction with 721,799 reactions and 888 catalyst types from USPTO. (1) Reactant: C(=O)([O-])[O-].[K+].[K+].[Cl:7][C:8]1[C:13]([Cl:14])=[C:12]([OH:15])[CH:11]=[CH:10][C:9]=1[C:16](=[O:18])[CH3:17].[CH3:19][O:20][C:21](=[O:34])[C:22]1[CH:27]=[CH:26][C:25]([O:28][CH2:29][CH2:30][CH2:31][CH2:32]Br)=[CH:24][CH:23]=1. Product: [CH3:19][O:20][C:21](=[O:34])[C:22]1[CH:27]=[CH:26][C:25]([O:28][CH2:29][CH2:30][CH2:31][CH2:32][O:15][C:12]2[CH:11]=[CH:10][C:9]([C:16](=[O:18])[CH3:17])=[C:8]([Cl:7])[C:13]=2[Cl:14])=[CH:24][CH:23]=1. The catalyst class is: 21. (2) The catalyst class is: 76. Reactant: [NH2:1][CH2:2][C:3]1[C:4]([NH:19][C@H:20]([C:22]2[CH:27]=[CH:26][C:25]([F:28])=[CH:24][CH:23]=2)[CH3:21])=[N:5][C:6]([NH:10][C:11]2[CH:15]=[C:14]([CH:16]3[CH2:18][CH2:17]3)[NH:13][N:12]=2)=[C:7]([F:9])[CH:8]=1.[O:29]=[C:30]1[NH:34][CH:33]([C:35](O)=[O:36])[CH2:32][CH2:31]1. Product: [CH:16]1([C:14]2[NH:13][N:12]=[C:11]([NH:10][C:6]3[N:5]=[C:4]([NH:19][C@H:20]([C:22]4[CH:23]=[CH:24][C:25]([F:28])=[CH:26][CH:27]=4)[CH3:21])[C:3]([CH2:2][NH:1][C:35]([CH:33]4[CH2:32][CH2:31][C:30](=[O:29])[NH:34]4)=[O:36])=[CH:8][C:7]=3[F:9])[CH:15]=2)[CH2:18][CH2:17]1.